Dataset: Reaction yield outcomes from USPTO patents with 853,638 reactions. Task: Predict the reaction yield, written as a fraction of the theoretical maximum amount of product (1.0 means a 100% yield; for example, 0.34 means a 34% yield). The reactants are [C:1]([C:5]1[CH:23]=[C:8]2[N:9]=[C:10]([CH3:22])[C:11]([CH:14]([CH2:19][CH2:20][CH3:21])[C:15]([O:17][CH3:18])=[O:16])=[C:12](Cl)[N:7]2[N:6]=1)([CH3:4])([CH3:3])[CH3:2].[Cl:24][C:25]1[CH:30]=[C:29]([CH3:31])[CH:28]=[CH:27][C:26]=1B(O)O.C(N(C(C)C)CC)(C)C. The catalyst is COCCOC.O. The product is [C:1]([C:5]1[CH:23]=[C:8]2[N:9]=[C:10]([CH3:22])[C:11]([CH:14]([CH2:19][CH2:20][CH3:21])[C:15]([O:17][CH3:18])=[O:16])=[C:12]([C:26]3[CH:27]=[CH:28][C:29]([CH3:31])=[CH:30][C:25]=3[Cl:24])[N:7]2[N:6]=1)([CH3:4])([CH3:3])[CH3:2]. The yield is 0.930.